Predict which catalyst facilitates the given reaction. From a dataset of Catalyst prediction with 721,799 reactions and 888 catalyst types from USPTO. (1) The catalyst class is: 13. Reactant: FC(F)(F)C(O)=O.[C:8]([C:10]1[CH:11]=[C:12]2[C:17](=[CH:18][C:19]=1[O:20][CH2:21][CH:22]1[CH2:27][CH2:26][N:25](C(OC(C)(C)C)=O)[CH2:24][CH2:23]1)[N:16]=[CH:15][CH:14]=[C:13]2[O:35][C:36]1[CH:41]=[CH:40][C:39]([NH:42][C:43]([NH:45][CH:46]2[CH2:48][CH2:47]2)=[O:44])=[C:38]([F:49])[CH:37]=1)#[N:9].O.C(=O)(O)O. Product: [C:8]([C:10]1[CH:11]=[C:12]2[C:17](=[CH:18][C:19]=1[O:20][CH2:21][CH:22]1[CH2:27][CH2:26][NH:25][CH2:24][CH2:23]1)[N:16]=[CH:15][CH:14]=[C:13]2[O:35][C:36]1[CH:41]=[CH:40][C:39]([NH:42][C:43]([NH:45][CH:46]2[CH2:48][CH2:47]2)=[O:44])=[C:38]([F:49])[CH:37]=1)#[N:9]. (2) Reactant: [C:1]([N:4]1[C:13]2[C:8](=[CH:9][C:10]([C:14]3[N:15]=[N:16][N:17]([CH2:19][CH2:20][O:21][Si](C(C)(C)C)(C)C)[CH:18]=3)=[CH:11][CH:12]=2)[C@H:7]([NH2:29])[CH2:6][C@@H:5]1[CH3:30])(=[O:3])[CH3:2].Cl[C:32]1[C:37]([CH3:38])=[CH:36][CH:35]=[CH:34][N:33]=1.CC(C)([O-])C.[Na+].C1(P(C2CCCCC2)C2C=CC=CC=2C2C(N(C)C)=CC=CC=2)CCCCC1. Product: [C:1]([N:4]1[C:13]2[C:8](=[CH:9][C:10]([C:14]3[N:15]=[N:16][N:17]([CH2:19][CH2:20][OH:21])[CH:18]=3)=[CH:11][CH:12]=2)[C@H:7]([NH:29][C:32]2[C:37]([CH3:38])=[CH:36][CH:35]=[CH:34][N:33]=2)[CH2:6][C@@H:5]1[CH3:30])(=[O:3])[CH3:2]. The catalyst class is: 101. (3) Product: [O:35]=[S:34]1(=[O:36])[C:9]2[CH:8]=[C:7]([C:1]3[CH:2]=[CH:3][C:4]([S:26]([OH:29])(=[O:28])=[O:27])=[CH:5][CH:6]=3)[CH:12]=[CH:11][C:10]=2[C:13]2[CH:18]=[CH:17][C:16]([C:19]3[CH:20]=[CH:21][C:22]([S:31]([OH:33])(=[O:32])=[O:30])=[CH:23][CH:24]=3)=[CH:15][C:14]1=2. The catalyst class is: 6. Reactant: [C:1]1([C:7]2[CH:12]=[CH:11][C:10]([C:13]3[CH:18]=[CH:17][C:16]([C:19]4[CH:24]=[CH:23][CH:22]=[CH:21][CH:20]=4)=[CH:15][CH:14]=3)=[CH:9][CH:8]=2)[CH:6]=[CH:5][CH:4]=[CH:3][CH:2]=1.O[S:26]([OH:29])(=[O:28])=[O:27].[O:30]=[S:31](=[O:33])=[O:32].[S:34](=O)(=O)([OH:36])[OH:35]. (4) Reactant: [CH3:1][C:2]1[C:7]([I:8])=[CH:6][CH:5]=[CH:4][C:3]=1[N:9]1[C:13](=[O:14])[NH:12][N:11]=[N:10]1.[C:15](=O)([O-])[O-].[K+].[K+].COS(=O)(=O)OC.O.C(=O)(O)[O-].[Na+]. Product: [CH3:1][C:2]1[C:7]([I:8])=[CH:6][CH:5]=[CH:4][C:3]=1[N:9]1[C:13](=[O:14])[N:12]([CH3:15])[N:11]=[N:10]1. The catalyst class is: 9.